From a dataset of Forward reaction prediction with 1.9M reactions from USPTO patents (1976-2016). Predict the product of the given reaction. (1) Given the reactants Br[C:2]1[CH:11]=[N:10][CH:9]=[C:8]2[C:3]=1[CH:4]=[C:5]([C:12]([O:14][CH2:15][CH3:16])=[O:13])[CH:6]=[N:7]2.C1(C2C3C(=CC=CC=3)C=CC=2P(C2C=CC=CC=2)C2C=CC=CC=2)C2C(=CC=CC=2)C=CC=1P(C1C=CC=CC=1)C1C=CC=CC=1.C(=O)([O-])[O-].[Cs+].[Cs+].[F:69][C:70]1([F:76])[CH2:75][CH2:74][NH:73][CH2:72][CH2:71]1, predict the reaction product. The product is: [CH2:15]([O:14][C:12]([C:5]1[CH:6]=[N:7][C:8]2[C:3]([CH:4]=1)=[C:2]([N:73]1[CH2:74][CH2:75][C:70]([F:76])([F:69])[CH2:71][CH2:72]1)[CH:11]=[N:10][CH:9]=2)=[O:13])[CH3:16]. (2) The product is: [CH3:1][S:2]([C:5]1[CH:33]=[CH:32][C:8]([CH2:9][NH:10][C:11]([C:13]2[C:18](=[O:19])[C:17]([C:40]3[CH:39]=[CH:38][CH:37]=[C:36]([CH:35]([F:45])[F:34])[CH:41]=3)=[C:16]([CH3:21])[N:15]([CH:22]([C:24]3[CH:29]=[CH:28][C:27]([C:30]#[N:31])=[CH:26][CH:25]=3)[CH3:23])[CH:14]=2)=[O:12])=[CH:7][CH:6]=1)(=[O:4])=[O:3]. Given the reactants [CH3:1][S:2]([C:5]1[CH:33]=[CH:32][C:8]([CH2:9][NH:10][C:11]([C:13]2[C:18](=[O:19])[C:17](Br)=[C:16]([CH3:21])[N:15]([CH:22]([C:24]3[CH:29]=[CH:28][C:27]([C:30]#[N:31])=[CH:26][CH:25]=3)[CH3:23])[CH:14]=2)=[O:12])=[CH:7][CH:6]=1)(=[O:4])=[O:3].[F:34][CH:35]([F:45])[C:36]1[CH:37]=[C:38](B(O)O)[CH:39]=[CH:40][CH:41]=1.C([O-])([O-])=O.[K+].[K+].C(O)(=O)C, predict the reaction product. (3) Given the reactants [CH3:1][NH:2][C:3]([C:5]1[C:14]([CH2:15]O)=[C:13]([O:17][CH3:18])[C:12]2[C:7](=[CH:8][C:9]([O:21][CH3:22])=[C:10]([O:19][CH3:20])[CH:11]=2)[C:6]=1[C:23]1[CH:31]=[CH:30][C:26]2[O:27][CH2:28][O:29][C:25]=2[CH:24]=1)=[O:4].C([Mg]Cl)(C)C.CN(C)P(Cl)(N(C)C)=O.[Cl-].[NH4+], predict the reaction product. The product is: [O:27]1[C:26]2[CH:30]=[CH:31][C:23]([C:6]3[C:5]4[C:3](=[O:4])[N:2]([CH3:1])[CH2:15][C:14]=4[C:13]([O:17][CH3:18])=[C:12]4[CH:11]=[C:10]([O:19][CH3:20])[C:9]([O:21][CH3:22])=[CH:8][C:7]=34)=[CH:24][C:25]=2[O:29][CH2:28]1. (4) Given the reactants C(C1SC(C2SC(NC(=O)C)=C(C)N=2)=CC=1)=O.[CH:18]([C:20]1[S:24][C:23]([C:25]2[S:29][C:28]([NH:30][C:31](=[O:33])[CH3:32])=[N:27][C:26]=2[CH3:34])=[CH:22][CH:21]=1)=O.Cl.[NH2:36][OH:37].N1C=CC=CC=1, predict the reaction product. The product is: [OH:37][N:36]=[CH:18][C:20]1[S:24][C:23]([C:25]2[S:29][C:28]([NH:30][C:31](=[O:33])[CH3:32])=[N:27][C:26]=2[CH3:34])=[CH:22][CH:21]=1.